This data is from Full USPTO retrosynthesis dataset with 1.9M reactions from patents (1976-2016). The task is: Predict the reactants needed to synthesize the given product. (1) Given the product [CH3:6][C:7]1[C:8]([CH3:33])=[CH:9][C:10]2[N:19]([CH2:20][CH2:21][N:22]3[CH2:26][CH2:25][CH2:24][C@@H:23]3[C:27]([NH:5][S:2]([CH3:1])(=[O:4])=[O:3])=[O:28])[C:18]3[C:13]([C:14](=[O:31])[NH:15][C:16](=[O:30])[N:17]=3)=[N:12][C:11]=2[CH:32]=1, predict the reactants needed to synthesize it. The reactants are: [CH3:1][S:2]([NH2:5])(=[O:4])=[O:3].[CH3:6][C:7]1[C:8]([CH3:33])=[CH:9][C:10]2[N:19]([CH2:20][CH2:21][N:22]3[CH2:26][CH2:25][CH2:24][C@@H:23]3[C:27](O)=[O:28])[C:18]3[C:13]([C:14](=[O:31])[NH:15][C:16](=[O:30])[N:17]=3)=[N:12][C:11]=2[CH:32]=1.CC1C(C)=CC2N(CC=O)C3C(C(=O)NC(=O)N=3)=NC=2C=1.N1CCC[C@@H]1C(O)=O.CN(C(ON1N=NC2C=CC=NC1=2)=[N+](C)C)C.F[P-](F)(F)(F)(F)F.C(N(C(C)C)CC)(C)C. (2) Given the product [CH3:19][C:20]1[CH2:21][O:22][C:23]2[C:28]([C:29]=1[C:10]1[NH:6][CH:7]=[N:8][CH:9]=1)=[CH:27][CH:26]=[CH:25][CH:24]=2, predict the reactants needed to synthesize it. The reactants are: CN(C)S([N:6]1[CH:10]=[CH:9][N:8]=[C:7]1[Si](C(C)(C)C)(C)C)(=O)=O.[CH3:19][CH:20]1[C:29](=O)[C:28]2[C:23](=[CH:24][CH:25]=[CH:26][CH:27]=2)[O:22][CH2:21]1. (3) Given the product [F:21][C:18]1[CH:17]=[CH:16][C:15]([C:12]2[O:13][CH:14]=[C:10]([CH:9]([O:8][CH3:7])[C:5]#[N:6])[N:11]=2)=[CH:20][CH:19]=1, predict the reactants needed to synthesize it. The reactants are: C[Si]([C:5]#[N:6])(C)C.[CH3:7][O:8][CH:9](OC)[C:10]1[N:11]=[C:12]([C:15]2[CH:20]=[CH:19][C:18]([F:21])=[CH:17][CH:16]=2)[O:13][CH:14]=1.B(F)(F)F.CCOCC. (4) Given the product [Br:9][C:10]1[CH:11]=[C:12]([CH:15]=[CH:16][CH:17]=1)[CH2:13][NH:14][C:18](=[O:19])[O:20][C:21]([CH3:24])([CH3:23])[CH3:22], predict the reactants needed to synthesize it. The reactants are: C(N(CC)CC)C.Cl.[Br:9][C:10]1[CH:11]=[C:12]([CH:15]=[CH:16][CH:17]=1)[CH2:13][NH2:14].[C:18](O[C:18]([O:20][C:21]([CH3:24])([CH3:23])[CH3:22])=[O:19])([O:20][C:21]([CH3:24])([CH3:23])[CH3:22])=[O:19].O. (5) The reactants are: [F:1][C:2]([F:25])([F:24])[C:3]1[CH:19]=[C:18]([C:20]([F:23])([F:22])[F:21])[CH:17]=[CH:16][C:4]=1[CH2:5][O:6][C:7]1[CH:14]=[CH:13][C:10]([CH:11]=[O:12])=[CH:9][C:8]=1[OH:15].C(=O)([O-])[O-].[K+].[K+].Br[CH2:33][CH:34]1[CH2:39][CH2:38][CH2:37][CH2:36][CH2:35]1.O. Given the product [F:1][C:2]([F:24])([F:25])[C:3]1[CH:19]=[C:18]([C:20]([F:23])([F:22])[F:21])[CH:17]=[CH:16][C:4]=1[CH2:5][O:6][C:7]1[CH:14]=[CH:13][C:10]([CH:11]=[O:12])=[CH:9][C:8]=1[O:15][CH2:33][CH:34]1[CH2:39][CH2:38][CH2:37][CH2:36][CH2:35]1, predict the reactants needed to synthesize it. (6) Given the product [F:1][C:2]1[CH:24]=[CH:23][CH:22]=[CH:21][C:3]=1[O:4][C:5]1[C:18](=[O:19])[N:17]([CH3:20])[C:8]2[N:9]=[C:10]([NH:25][CH:26]([CH2:27][OH:28])[CH2:29][CH2:30][S:31][CH3:32])[N:11]=[CH:12][C:7]=2[CH:6]=1, predict the reactants needed to synthesize it. The reactants are: [F:1][C:2]1[CH:24]=[CH:23][CH:22]=[CH:21][C:3]=1[O:4][C:5]1[C:18](=[O:19])[N:17]([CH3:20])[C:8]2[N:9]=[C:10](S(C)(=O)=O)[N:11]=[CH:12][C:7]=2[CH:6]=1.[NH2:25][CH:26]([CH2:29][CH2:30][S:31][CH3:32])[CH2:27][OH:28].CO.O. (7) Given the product [C:18]([O:17][C:15]([NH:14][C@@H:6]([CH2:5][C@H:4]([CH2:1][CH2:2][CH2:3][OH:29])[C:22]([O:24][C:25]([CH3:28])([CH3:27])[CH3:26])=[O:23])[C:7]([O:9][C:10]([CH3:13])([CH3:12])[CH3:11])=[O:8])=[O:16])([CH3:21])([CH3:20])[CH3:19], predict the reactants needed to synthesize it. The reactants are: [CH2:1]([C@H:4]([C:22]([O:24][C:25]([CH3:28])([CH3:27])[CH3:26])=[O:23])[CH2:5][C@H:6]([NH:14][C:15]([O:17][C:18]([CH3:21])([CH3:20])[CH3:19])=[O:16])[C:7]([O:9][C:10]([CH3:13])([CH3:12])[CH3:11])=[O:8])[CH:2]=[CH2:3].[OH-:29].[Na+].OO. (8) Given the product [N:13]1([C:18]2[N:23]=[C:22]([C:24]3[S:28][C:27]([NH:29][C:34]([N:9]4[CH:10]=[CH:11][N:12]=[CH:8]4)=[O:35])=[N:26][C:25]=3[CH3:30])[CH:21]=[CH:20][CH:19]=2)[CH:17]=[CH:16][N:15]=[CH:14]1, predict the reactants needed to synthesize it. The reactants are: C([C:8]1[NH:9][CH:10]=[CH:11][N:12]=1)([C:8]1[NH:9][CH:10]=[CH:11][N:12]=1)=O.[N:13]1([C:18]2[N:23]=[C:22]([C:24]3[S:28][C:27]([NH2:29])=[N:26][C:25]=3[CH3:30])[CH:21]=[CH:20][CH:19]=2)[CH:17]=[CH:16][N:15]=[CH:14]1.CN([CH:34]=[O:35])C. (9) Given the product [CH2:4]([O:5][C:2]1[N:10]=[CH:9][CH:8]=[CH:7][C:3]=1[C:4]([OH:6])=[O:5])[CH2:3][CH2:7][CH3:8], predict the reactants needed to synthesize it. The reactants are: Cl[C:2]1[N:10]=[CH:9][CH:8]=[CH:7][C:3]=1[C:4]([OH:6])=[O:5].[Na].